The task is: Predict which catalyst facilitates the given reaction.. This data is from Catalyst prediction with 721,799 reactions and 888 catalyst types from USPTO. (1) Reactant: [C:1]([C:5]1[CH:26]=[CH:25][C:8]([CH2:9][N:10]([CH2:22][CH2:23][OH:24])[C:11]([C:13]2[CH:14]=[CH:15][CH:16]=[C:17]3[C:21]=2[NH:20][CH:19]=[CH:18]3)=[O:12])=[CH:7][CH:6]=1)([CH3:4])([CH3:3])[CH3:2].[Cl:27][C:28]1[CH:33]=[CH:32][CH:31]=[CH:30][C:29]=1O.C1(P(C2C=CC=CC=2)C2C=CC=CC=2)C=CC=CC=1.C(OC(N=NC(OCC)=O)=O)C. Product: [C:1]([C:5]1[CH:6]=[CH:7][C:8]([CH2:9][N:10]([CH2:22][CH2:23][O:24][C:29]2[CH:30]=[CH:31][CH:32]=[CH:33][C:28]=2[Cl:27])[C:11]([C:13]2[CH:14]=[CH:15][CH:16]=[C:17]3[C:21]=2[NH:20][CH:19]=[CH:18]3)=[O:12])=[CH:25][CH:26]=1)([CH3:4])([CH3:2])[CH3:3]. The catalyst class is: 1. (2) Reactant: CC(C)([O-])C.[Na+].[F:7][C:8]([F:17])([F:16])[C:9]1[CH:14]=[CH:13][C:12]([OH:15])=[CH:11][CH:10]=1.[CH3:18][O:19][C:20](=[O:36])[C:21]1[CH:26]=[C:25]([S:27](=[O:33])(=[O:32])[NH:28][CH2:29][CH2:30]Br)[CH:24]=[C:23]([CH3:34])[C:22]=1[CH3:35]. Product: [CH3:18][O:19][C:20](=[O:36])[C:21]1[CH:26]=[C:25]([S:27](=[O:32])(=[O:33])[NH:28][CH2:29][CH2:30][O:15][C:12]2[CH:11]=[CH:10][C:9]([C:8]([F:16])([F:17])[F:7])=[CH:14][CH:13]=2)[CH:24]=[C:23]([CH3:34])[C:22]=1[CH3:35]. The catalyst class is: 42.